From a dataset of Full USPTO retrosynthesis dataset with 1.9M reactions from patents (1976-2016). Predict the reactants needed to synthesize the given product. (1) Given the product [CH3:15][O:14][C:12]([C:10]1[NH:9][C:6]2=[N:7][CH:8]=[C:3]([C:1]#[N:2])[CH:4]=[C:5]2[N:11]=1)([C:16]1[C:24]([O:25][CH3:26])=[CH:23][C:22]([CH3:27])=[C:21]2[C:17]=1[CH:18]=[CH:19][NH:20]2)[CH3:13], predict the reactants needed to synthesize it. The reactants are: [C:1]([C:3]1[CH:4]=[C:5]2[N:11]=[C:10]([C:12]([C:16]3[C:24]([O:25][CH3:26])=[CH:23][C:22]([CH3:27])=[C:21]4[C:17]=3[CH:18]=[CH:19][N:20]4C(OC(C)(C)C)=O)([O:14][CH3:15])[CH3:13])[N:9](COCC[Si](C)(C)C)[C:6]2=[N:7][CH:8]=1)#[N:2].CCCC[N+](CCCC)(CCCC)CCCC.[F-].C1COCC1. (2) Given the product [C:1]([O:5][C:6]([CH2:8][CH2:9][CH:10]([OH:15])[C:11]([O:13][CH3:14])=[O:12])=[O:7])([CH3:3])([CH3:4])[CH3:2], predict the reactants needed to synthesize it. The reactants are: [C:1]([O:5][C:6]([CH2:8][CH2:9][C:10](=[O:15])[C:11]([O:13][CH3:14])=[O:12])=[O:7])([CH3:4])([CH3:3])[CH3:2].C(O[BH-](OC(=O)C)OC(=O)C)(=O)C.[Na+].C(OC(CCCCCC(O)C(OC)=O)=O)(C)(C)C. (3) Given the product [NH2:11][C:12]1[N:17]=[CH:16][N:15]=[C:14]2[N:18]([CH2:23][C:24]3[CH:29]=[CH:28][CH:27]=[CH:26][C:25]=3[F:30])[N:19]=[C:20]([C:21](=[N:2][OH:3])[NH2:22])[C:13]=12, predict the reactants needed to synthesize it. The reactants are: Cl.[NH2:2][OH:3].C(N(CC)CC)C.[NH2:11][C:12]1[N:17]=[CH:16][N:15]=[C:14]2[N:18]([CH2:23][C:24]3[CH:29]=[CH:28][CH:27]=[CH:26][C:25]=3[F:30])[N:19]=[C:20]([C:21]#[N:22])[C:13]=12. (4) Given the product [Cl:18][C:19]1[CH:25]=[CH:24][C:22]([NH:23][C:5](=[O:7])[C:4]2[CH:8]=[CH:9][C:10]([O:11][CH3:12])=[C:2]([NH:1][C:13](=[O:16])[CH2:14][CH3:15])[CH:3]=2)=[CH:21][CH:20]=1, predict the reactants needed to synthesize it. The reactants are: [NH2:1][C:2]1[CH:3]=[C:4]([CH:8]=[CH:9][C:10]=1[O:11][CH3:12])[C:5]([OH:7])=O.[C:13](Cl)(=[O:16])[CH2:14][CH3:15].[Cl:18][C:19]1[CH:25]=[CH:24][C:22]([NH2:23])=[CH:21][CH:20]=1. (5) Given the product [C:17]([O:16][C:14](=[O:15])[NH:1][CH:2]([C:6]1[CH:11]=[CH:10][C:9]([F:12])=[C:8]([F:13])[CH:7]=1)[CH:3]([OH:5])[CH3:4])([CH3:20])([CH3:19])[CH3:18], predict the reactants needed to synthesize it. The reactants are: [NH2:1][CH:2]([C:6]1[CH:11]=[CH:10][C:9]([F:12])=[C:8]([F:13])[CH:7]=1)[CH:3]([OH:5])[CH3:4].[C:14](O[C:14]([O:16][C:17]([CH3:20])([CH3:19])[CH3:18])=[O:15])([O:16][C:17]([CH3:20])([CH3:19])[CH3:18])=[O:15]. (6) Given the product [CH3:2][O:30][CH2:29][C@H:28]([C:31]([OH:33])=[O:32])[NH:27][C:8]([C:15]1[CH:20]=[CH:19][CH:18]=[CH:17][CH:16]=1)([C:21]1[CH:22]=[CH:23][CH:24]=[CH:25][CH:26]=1)[C:9]1[CH:10]=[CH:11][CH:12]=[CH:13][CH:14]=1, predict the reactants needed to synthesize it. The reactants are: N1C=CN=[CH:2]1.[H-].[Na+].[C:8]([NH:27][C@@H:28]([C:31]([OH:33])=[O:32])[CH2:29][OH:30])([C:21]1[CH:26]=[CH:25][CH:24]=[CH:23][CH:22]=1)([C:15]1[CH:20]=[CH:19][CH:18]=[CH:17][CH:16]=1)[C:9]1[CH:14]=[CH:13][CH:12]=[CH:11][CH:10]=1.CI. (7) Given the product [C:1]([O:5][C:6]([N:8]1[CH2:13][CH2:12][C:11]([CH2:15][C:21]#[N:22])([CH3:14])[CH2:10][CH2:9]1)=[O:7])([CH3:4])([CH3:3])[CH3:2], predict the reactants needed to synthesize it. The reactants are: [C:1]([O:5][C:6]([N:8]1[CH2:13][CH2:12][C:11]([CH2:15]OS(C)(=O)=O)([CH3:14])[CH2:10][CH2:9]1)=[O:7])([CH3:4])([CH3:3])[CH3:2].[C-:21]#[N:22].[K+]. (8) Given the product [Cl:18][C:14]1[CH:13]=[C:12]([C:7]2([CH2:6][C:33]#[N:34])[CH2:11][CH2:10][CH2:9][CH2:8]2)[CH:17]=[CH:16][CH:15]=1, predict the reactants needed to synthesize it. The reactants are: CS(O[CH2:6][C:7]1([C:12]2[CH:17]=[CH:16][CH:15]=[C:14]([Cl:18])[CH:13]=2)[CH2:11][CH2:10][CH2:9][CH2:8]1)(=O)=O.FC(F)(F)C1C=CC(C2(C[C:33]#[N:34])CCCC2)=CC=1. (9) Given the product [NH:16]([C:10]1[CH:9]=[CH:8][C:7]2[NH:6][C:5]3[CH:4]=[N:3][N:2]([CH3:1])[C:14]=3[C:13](=[O:15])[C:12]=2[CH:11]=1)[C:7]1[CH:8]=[CH:9][CH:10]=[CH:11][CH:12]=1, predict the reactants needed to synthesize it. The reactants are: [CH3:1][N:2]1[C:14]2[C:13](=[O:15])[C:12]3[CH:11]=[C:10]([N+:16]([O-])=O)[CH:9]=[CH:8][C:7]=3[NH:6][C:5]=2[CH:4]=[N:3]1.P(Cl)(Cl)(Cl)=O.